From a dataset of Peptide-MHC class I binding affinity with 185,985 pairs from IEDB/IMGT. Regression. Given a peptide amino acid sequence and an MHC pseudo amino acid sequence, predict their binding affinity value. This is MHC class I binding data. (1) The peptide sequence is RRRPVTRPL. The MHC is HLA-A02:19 with pseudo-sequence HLA-A02:19. The binding affinity (normalized) is 0.0847. (2) The peptide sequence is DSKGISHFY. The binding affinity (normalized) is 0.246. The MHC is HLA-A31:01 with pseudo-sequence HLA-A31:01. (3) The peptide sequence is GLYLYRFHV. The MHC is HLA-B39:01 with pseudo-sequence HLA-B39:01. The binding affinity (normalized) is 0.0847. (4) The peptide sequence is MHDPHSIPL. The MHC is HLA-B46:01 with pseudo-sequence HLA-B46:01. The binding affinity (normalized) is 0.0847. (5) The peptide sequence is VGLSYSQTM. The MHC is H-2-Kb with pseudo-sequence H-2-Kb. The binding affinity (normalized) is 0.893. (6) The peptide sequence is IPRRNVATL. The MHC is HLA-B15:01 with pseudo-sequence HLA-B15:01. The binding affinity (normalized) is 0.0847. (7) The peptide sequence is DSSQGSEYDY. The MHC is HLA-A30:02 with pseudo-sequence HLA-A30:02. The binding affinity (normalized) is 0.536.